Task: Regression. Given two drug SMILES strings and cell line genomic features, predict the synergy score measuring deviation from expected non-interaction effect.. Dataset: NCI-60 drug combinations with 297,098 pairs across 59 cell lines (1) Drug 1: CN(CCCl)CCCl.Cl. Drug 2: C(CC(=O)O)C(=O)CN.Cl. Cell line: SNB-75. Synergy scores: CSS=5.56, Synergy_ZIP=-2.24, Synergy_Bliss=1.26, Synergy_Loewe=0.364, Synergy_HSA=2.05. (2) Drug 1: CC1=CC=C(C=C1)C2=CC(=NN2C3=CC=C(C=C3)S(=O)(=O)N)C(F)(F)F. Drug 2: CC1CCC2CC(C(=CC=CC=CC(CC(C(=O)C(C(C(=CC(C(=O)CC(OC(=O)C3CCCCN3C(=O)C(=O)C1(O2)O)C(C)CC4CCC(C(C4)OC)OCCO)C)C)O)OC)C)C)C)OC. Cell line: HL-60(TB). Synergy scores: CSS=-16.1, Synergy_ZIP=5.34, Synergy_Bliss=-0.836, Synergy_Loewe=-14.8, Synergy_HSA=-15.1. (3) Drug 1: C1=CC(=CC=C1C#N)C(C2=CC=C(C=C2)C#N)N3C=NC=N3. Drug 2: C1CCC(C(C1)N)N.C(=O)(C(=O)[O-])[O-].[Pt+4]. Cell line: HT29. Synergy scores: CSS=49.9, Synergy_ZIP=1.74, Synergy_Bliss=-0.403, Synergy_Loewe=-4.96, Synergy_HSA=-2.16. (4) Drug 1: C1=CC(=CC=C1CCC2=CNC3=C2C(=O)NC(=N3)N)C(=O)NC(CCC(=O)O)C(=O)O. Drug 2: CC(C)CN1C=NC2=C1C3=CC=CC=C3N=C2N. Cell line: KM12. Synergy scores: CSS=5.58, Synergy_ZIP=-3.05, Synergy_Bliss=-3.54, Synergy_Loewe=-12.1, Synergy_HSA=-6.96. (5) Drug 1: CC(CN1CC(=O)NC(=O)C1)N2CC(=O)NC(=O)C2. Drug 2: COC1=NC(=NC2=C1N=CN2C3C(C(C(O3)CO)O)O)N. Cell line: HOP-92. Synergy scores: CSS=8.52, Synergy_ZIP=-3.46, Synergy_Bliss=2.94, Synergy_Loewe=2.62, Synergy_HSA=2.57. (6) Drug 1: C1CC(=O)NC(=O)C1N2CC3=C(C2=O)C=CC=C3N. Drug 2: CN(CC1=CN=C2C(=N1)C(=NC(=N2)N)N)C3=CC=C(C=C3)C(=O)NC(CCC(=O)O)C(=O)O. Cell line: 786-0. Synergy scores: CSS=23.6, Synergy_ZIP=0.846, Synergy_Bliss=2.31, Synergy_Loewe=2.77, Synergy_HSA=4.11. (7) Drug 2: CC1=C(C=C(C=C1)C(=O)NC2=CC(=CC(=C2)C(F)(F)F)N3C=C(N=C3)C)NC4=NC=CC(=N4)C5=CN=CC=C5. Cell line: M14. Synergy scores: CSS=40.5, Synergy_ZIP=3.26, Synergy_Bliss=2.82, Synergy_Loewe=-7.32, Synergy_HSA=1.56. Drug 1: COC1=CC(=CC(=C1O)OC)C2C3C(COC3=O)C(C4=CC5=C(C=C24)OCO5)OC6C(C(C7C(O6)COC(O7)C8=CC=CS8)O)O.